This data is from Full USPTO retrosynthesis dataset with 1.9M reactions from patents (1976-2016). The task is: Predict the reactants needed to synthesize the given product. (1) Given the product [C:1]([O:5][C:6]([N:8]1[CH2:13][CH2:12][N:11]([C:14]2[CH:15]=[CH:16][C:17]([C:20]3[C:21]([NH:25][C@H:26]([C:31]([OH:33])=[O:32])[CH2:27][CH:28]([CH3:29])[CH3:30])=[N:22][O:23][N:24]=3)=[CH:18][CH:19]=2)[CH2:10][CH2:9]1)=[O:7])([CH3:2])([CH3:4])[CH3:3], predict the reactants needed to synthesize it. The reactants are: [C:1]([O:5][C:6]([N:8]1[CH2:13][CH2:12][N:11]([C:14]2[CH:19]=[CH:18][C:17]([C:20]3[C:21]([NH:25][C@H:26]([C:31]([O:33]C)=[O:32])[CH2:27][CH:28]([CH3:30])[CH3:29])=[N:22][O:23][N:24]=3)=[CH:16][CH:15]=2)[CH2:10][CH2:9]1)=[O:7])([CH3:4])([CH3:3])[CH3:2].[Li+].[OH-].Cl. (2) Given the product [N:1]1([S:11]([C:14]2[CH:15]=[C:16]([N:20]3[C:29](=[O:30])[C:28]4[C:27]([C:31]#[N:33])=[CH:26][CH:25]=[CH:24][C:23]=4[NH:22][C:21]3=[O:34])[CH:17]=[CH:18][CH:19]=2)(=[O:13])=[O:12])[C:10]2[C:5](=[CH:6][CH:7]=[CH:8][CH:9]=2)[CH2:4][CH2:3][CH2:2]1, predict the reactants needed to synthesize it. The reactants are: [N:1]1([S:11]([C:14]2[CH:15]=[C:16]([N:20]3[C:29](=[O:30])[C:28]4[C:27]([C:31]([NH2:33])=O)=[CH:26][CH:25]=[CH:24][C:23]=4[NH:22][C:21]3=[O:34])[CH:17]=[CH:18][CH:19]=2)(=[O:13])=[O:12])[C:10]2[C:5](=[CH:6][CH:7]=[CH:8][CH:9]=2)[CH2:4][CH2:3][CH2:2]1.ClC(Cl)(OC(=O)OC(Cl)(Cl)Cl)Cl.O. (3) Given the product [C:18]([C:11]1[CH:12]=[C:7]([C:1]2[CH:6]=[CH:5][CH:4]=[CH:3][CH:2]=2)[CH:8]=[CH:9][N:10]=1)#[N:19], predict the reactants needed to synthesize it. The reactants are: [C:1]1([C:7]2[CH:12]=[CH:11][N+:10]([O-])=[CH:9][CH:8]=2)[CH:6]=[CH:5][CH:4]=[CH:3][CH:2]=1.C[Si]([C:18]#[N:19])(C)C.CN(C)C(Cl)=O. (4) Given the product [Br:1][C:2]1[CH:3]=[C:4]([Cl:14])[C:5]([Cl:13])=[C:6]([CH:12]=1)[CH2:7][N:8]([CH:9]1[CH2:10][CH2:11]1)[C:25](=[O:26])[O:27][C:28]([CH3:31])([CH3:30])[CH3:29], predict the reactants needed to synthesize it. The reactants are: [Br:1][C:2]1[CH:3]=[C:4]([Cl:14])[C:5]([Cl:13])=[C:6]([CH:12]=1)[CH2:7][NH:8][CH:9]1[CH2:11][CH2:10]1.C[Si](C)(C)[N-][Si](C)(C)C.[K+].[C:25](O[C:25]([O:27][C:28]([CH3:31])([CH3:30])[CH3:29])=[O:26])([O:27][C:28]([CH3:31])([CH3:30])[CH3:29])=[O:26]. (5) The reactants are: [NH:1]([C:13]([O:15][CH2:16][CH:17]1[C:29]2[C:24](=[CH:25][CH:26]=[CH:27][CH:28]=2)[C:23]2[C:18]1=[CH:19][CH:20]=[CH:21][CH:22]=2)=[O:14])[C@H:2]([C:10](O)=[O:11])[CH2:3][C:4]1[CH:9]=[CH:8][CH:7]=[CH:6][CH:5]=1.ON1C(=O)CCC1=O.C1CCC(N=C=NC2CCCCC2)CC1.C(N(CC)CC)C.[NH2:60][C@H:61]([C:74]([O:76][C:77]([CH3:80])([CH3:79])[CH3:78])=[O:75])[CH2:62][CH2:63][CH2:64][CH2:65][NH:66][C:67]([O:69][C:70]([CH3:73])([CH3:72])[CH3:71])=[O:68].Cl. Given the product [NH:1]([C:13]([O:15][CH2:16][CH:17]1[C:29]2[C:24](=[CH:25][CH:26]=[CH:27][CH:28]=2)[C:23]2[C:18]1=[CH:19][CH:20]=[CH:21][CH:22]=2)=[O:14])[C@H:2]([C:10]([NH:60][C@H:61]([C:74]([O:76][C:77]([CH3:80])([CH3:79])[CH3:78])=[O:75])[CH2:62][CH2:63][CH2:64][CH2:65][NH:66][C:67]([O:69][C:70]([CH3:71])([CH3:72])[CH3:73])=[O:68])=[O:11])[CH2:3][C:4]1[CH:9]=[CH:8][CH:7]=[CH:6][CH:5]=1, predict the reactants needed to synthesize it. (6) The reactants are: [Cl:1][C:2]1[CH:31]=[CH:30][C:5]([CH2:6][NH:7][C:8]2[N:13]=[C:12]([O:14][CH2:15][C:16]([F:19])([F:18])[F:17])[N:11]=[C:10]([NH:20][C:21]3[CH:29]=[CH:28][C:24]([C:25](O)=[O:26])=[CH:23][CH:22]=3)[N:9]=2)=[CH:4][CH:3]=1.[NH2:32][C@@H:33]([CH2:37][CH2:38][CH2:39][NH:40][C:41]([NH2:43])=[NH:42])[C:34]([OH:36])=[O:35]. Given the product [Cl:1][C:2]1[CH:3]=[CH:4][C:5]([CH2:6][NH:7][C:8]2[N:13]=[C:12]([O:14][CH2:15][C:16]([F:18])([F:19])[F:17])[N:11]=[C:10]([NH:20][C:21]3[CH:29]=[CH:28][C:24]([C:25]([NH:32][C@@H:33]([CH2:37][CH2:38][CH2:39][NH:40][C:41]([NH2:43])=[NH:42])[C:34]([OH:36])=[O:35])=[O:26])=[CH:23][CH:22]=3)[N:9]=2)=[CH:30][CH:31]=1, predict the reactants needed to synthesize it.